Dataset: Forward reaction prediction with 1.9M reactions from USPTO patents (1976-2016). Task: Predict the product of the given reaction. (1) Given the reactants [F:1][C:2]1[C:25]([N:26]2[CH2:32][CH2:31][CH2:30][N:29]([CH3:33])[CH2:28][CH2:27]2)=[CH:24][C:5]2[NH:6][C:7]([C:9]3[C:21]4[C:20]5[C:15](=[CH:16][CH:17]=[CH:18][CH:19]=5)[C:14](=[N:22]O)[C:13]=4[CH:12]=[CH:11][CH:10]=3)=[N:8][C:4]=2[CH:3]=1, predict the reaction product. The product is: [F:1][C:2]1[C:25]([N:26]2[CH2:32][CH2:31][CH2:30][N:29]([CH3:33])[CH2:28][CH2:27]2)=[CH:24][C:5]2[NH:6][C:7]([C:9]3[C:21]4[C:20]5[C:15](=[CH:16][CH:17]=[CH:18][CH:19]=5)[CH:14]([NH2:22])[C:13]=4[CH:12]=[CH:11][CH:10]=3)=[N:8][C:4]=2[CH:3]=1. (2) Given the reactants N1CCC[C@H]1C(O)=O.[OH-].[Na+].Br[C:12]1[C:13]([O:22][CH2:23][C:24]([F:27])([F:26])[F:25])=[N:14][CH:15]=[C:16]([CH:21]=1)[C:17]([O:19][CH3:20])=[O:18].[CH3:28][S:29]([O-:31])=[O:30].[Na+], predict the reaction product. The product is: [CH3:28][S:29]([C:12]1[C:13]([O:22][CH2:23][C:24]([F:27])([F:26])[F:25])=[N:14][CH:15]=[C:16]([CH:21]=1)[C:17]([O:19][CH3:20])=[O:18])(=[O:31])=[O:30]. (3) Given the reactants [Br:1][C:2]1[CH:7]=[CH:6][N:5]=[C:4]([NH:8][NH2:9])[CH:3]=1.[Cl:10][C:11]1[CH:19]=[CH:18][CH:17]=[CH:16][C:12]=1[C:13](Cl)=O, predict the reaction product. The product is: [Br:1][C:2]1[CH:7]=[CH:6][N:5]2[C:13]([C:12]3[CH:16]=[CH:17][CH:18]=[CH:19][C:11]=3[Cl:10])=[N:9][N:8]=[C:4]2[CH:3]=1. (4) Given the reactants Cl.[F:2][C:3]1[CH:8]=[CH:7][C:6]([NH:9][C:10]2[CH:15]=[CH:14][N:13]=[C:12]([NH:16][C:17]3[CH:22]=[CH:21][C:20]([S:23]([Cl:26])(=[O:25])=[O:24])=[CH:19][CH:18]=3)[N:11]=2)=[CH:5][CH:4]=1.C(OC([N:34]1[CH2:39][CH2:38][CH:37]([NH:40][CH2:41][CH2:42][CH:43]([NH:46]C(OC(C)(C)C)=O)[CH2:44][CH3:45])[CH2:36][CH2:35]1)=O)(C)(C)C, predict the reaction product. The product is: [ClH:26].[NH2:46][CH:43]([CH2:44][CH3:45])[CH2:42][CH2:41][N:40]([CH:37]1[CH2:38][CH2:39][NH:34][CH2:35][CH2:36]1)[S:23]([C:20]1[CH:21]=[CH:22][C:17]([NH:16][C:12]2[N:11]=[C:10]([NH:9][C:6]3[CH:7]=[CH:8][C:3]([F:2])=[CH:4][CH:5]=3)[CH:15]=[CH:14][N:13]=2)=[CH:18][CH:19]=1)(=[O:25])=[O:24]. (5) Given the reactants [CH3:1][O:2][CH2:3][CH2:4][C:5](Cl)=[O:6].[NH2:8][C:9]1[CH:10]=[CH:11][C:12]([Cl:31])=[C:13]([S:15]([NH:18][C@@H:19]2[CH2:23][CH2:22][N:21]([C:24](OC(C)(C)C)=O)[CH2:20]2)(=[O:17])=[O:16])[CH:14]=1.CC[N:34](C(C)C)C(C)C.C(O)C(N)(CO)CO.BrC#N, predict the reaction product. The product is: [Cl:31][C:12]1[CH:11]=[CH:10][C:9]([NH:8][C:5](=[O:6])[CH2:4][CH2:3][O:2][CH3:1])=[CH:14][C:13]=1[S:15]([NH:18][C@@H:19]1[CH2:23][CH2:22][N:21]([C:24]#[N:34])[CH2:20]1)(=[O:17])=[O:16]. (6) Given the reactants [C:1]1([NH:7][C:8]2[C:9]3[C:14]([C:15]4[CH:16]=[CH:17][CH:18]=[CH:19][C:20]=4[CH:21]=2)=[CH:13][CH:12]=[CH:11][CH:10]=3)[CH:6]=[CH:5][CH:4]=[CH:3][CH:2]=1.Br[C:23]1[CH:28]=[CH:27][CH:26]=[C:25]([Br:29])[CH:24]=1.CC(C)([O-])C.[Na+], predict the reaction product. The product is: [Br:29][C:25]1[CH:24]=[C:23]([N:7]([C:1]2[CH:6]=[CH:5][CH:4]=[CH:3][CH:2]=2)[C:8]2[C:9]3[C:14]([C:15]4[CH:16]=[CH:17][CH:18]=[CH:19][C:20]=4[CH:21]=2)=[CH:13][CH:12]=[CH:11][CH:10]=3)[CH:28]=[CH:27][CH:26]=1. (7) Given the reactants [C:1]1([S:7]([NH:10][C:11](=[O:33])[C:12]2[CH:17]=[CH:16][C:15]([NH2:18])=[C:14]([NH:19][CH2:20][C:21]3[CH:26]=[CH:25][C:24]([C:27]4[CH:32]=[CH:31][CH:30]=[CH:29][CH:28]=4)=[CH:23][CH:22]=3)[CH:13]=2)(=[O:9])=[O:8])[CH:6]=[CH:5][CH:4]=[CH:3][CH:2]=1.[CH:34](O)=O, predict the reaction product. The product is: [C:1]1([S:7]([NH:10][C:11]([C:12]2[CH:17]=[CH:16][C:15]3[N:18]=[CH:34][N:19]([CH2:20][C:21]4[CH:26]=[CH:25][C:24]([C:27]5[CH:28]=[CH:29][CH:30]=[CH:31][CH:32]=5)=[CH:23][CH:22]=4)[C:14]=3[CH:13]=2)=[O:33])(=[O:8])=[O:9])[CH:2]=[CH:3][CH:4]=[CH:5][CH:6]=1. (8) Given the reactants [F:1][C:2]1[CH:7]=[C:6]([I:8])[CH:5]=[CH:4][C:3]=1[NH:9][C:10]1[CH:19]=[N:18][CH:17]=[CH:16][C:11]=1[C:12]([NH:14][NH2:15])=[O:13].[N:20]1(C(=N)N2C=CN=C2)C=CN=[CH:21]1, predict the reaction product. The product is: [NH2:20][C:21]1[O:13][C:12]([C:11]2[CH:16]=[CH:17][N:18]=[CH:19][C:10]=2[NH:9][C:3]2[CH:4]=[CH:5][C:6]([I:8])=[CH:7][C:2]=2[F:1])=[N:14][N:15]=1. (9) Given the reactants [Cl:1][C:2]1[CH:3]=[C:4]([CH:8]2[O:12][C:11](=[O:13])[NH:10][CH:9]2[CH2:14][C:15]2[CH:20]=[CH:19][C:18]([CH2:21][C:22]([F:28])([F:27])[C:23]([F:26])([F:25])[F:24])=[CH:17][CH:16]=2)[CH:5]=[CH:6][CH:7]=1.[C:29](O[C:29]([O:31][C:32]([CH3:35])([CH3:34])[CH3:33])=[O:30])([O:31][C:32]([CH3:35])([CH3:34])[CH3:33])=[O:30], predict the reaction product. The product is: [Cl:1][C:2]1[CH:3]=[C:4]([CH:8]2[O:12][C:11](=[O:13])[N:10]([C:29]([O:31][C:32]([CH3:35])([CH3:34])[CH3:33])=[O:30])[CH:9]2[CH2:14][C:15]2[CH:20]=[CH:19][C:18]([CH2:21][C:22]([F:28])([F:27])[C:23]([F:25])([F:26])[F:24])=[CH:17][CH:16]=2)[CH:5]=[CH:6][CH:7]=1. (10) Given the reactants [CH2:1]([C:6]1([C:19]([O:21][CH3:22])=[O:20])[CH2:11][CH2:10][N:9]([C:12]([O:14][C:15]([CH3:18])([CH3:17])[CH3:16])=[O:13])[CH2:8][CH2:7]1)[CH2:2][CH2:3][CH:4]=C.CSC.C[OH:27], predict the reaction product. The product is: [O:27]=[CH:4][CH2:3][CH2:2][CH2:1][C:6]1([C:19]([O:21][CH3:22])=[O:20])[CH2:11][CH2:10][N:9]([C:12]([O:14][C:15]([CH3:16])([CH3:18])[CH3:17])=[O:13])[CH2:8][CH2:7]1.